From a dataset of Forward reaction prediction with 1.9M reactions from USPTO patents (1976-2016). Predict the product of the given reaction. Given the reactants [NH:1]1[CH2:6][CH2:5][O:4][CH2:3][CH2:2]1.C(N(C(C)C)CC)(C)C.ClC(Cl)C.[Br:20][C:21]1[S:22][C:23]([C:27](Cl)=[O:28])=[C:24]([CH3:26])[N:25]=1, predict the reaction product. The product is: [Br:20][C:21]1[S:22][C:23]([C:27]([N:1]2[CH2:6][CH2:5][O:4][CH2:3][CH2:2]2)=[O:28])=[C:24]([CH3:26])[N:25]=1.